Dataset: Experimentally validated miRNA-target interactions with 360,000+ pairs, plus equal number of negative samples. Task: Binary Classification. Given a miRNA mature sequence and a target amino acid sequence, predict their likelihood of interaction. (1) The miRNA is hsa-miR-6886-5p with sequence CCCGCAGGUGAGAUGAGGGCU. The protein sequence of the target gene is MSGSVLFTAGERWRCFLTPSRSSLYWALHNFCCRKKSTTPKKITPNVTFCDENAKEPENALDKLFSSEQQASILHVLNTASTKELEAFRLLRGRRSINIVEHRENFGPFQNLESLMNVPLFKYKSTVQVCNSILCPKTGREKRKSPENRFLRKLLKPDIERERLKAVNSIISIVFGTRRIAWAHLDRKLTVLDWQQSDRWSLMRGIYSSSVYLEEISSIISKMPKADFYVLEKTGLSIQNSSLFPILLHFHIMEAMLYALLNKTFAQDGQHQVLSMNRNAVGKHFELMIGDSRTSGKELV.... Result: 0 (no interaction). (2) The miRNA is hsa-miR-4647 with sequence GAAGAUGGUGCUGUGCUGAGGAA. The protein sequence of the target gene is MMLQHPGQVSASEVSASAIVPCLSPPGSLVFEDFANLTPFVKEELRFAIQNKHLCHRMSSALESVTVSDRPLGVSITKAEVAPEEDERKKRRRERNKIAAAKCRNKKKEKTECLQKESEKLESVNAELKAQIEELKNEKQHLIYMLNLHRPTCIVRAQNGRTPEDERNLFIQQIKEGTLQS. Result: 0 (no interaction). (3) The miRNA is hsa-miR-4731-5p with sequence UGCUGGGGGCCACAUGAGUGUG. The protein sequence of the target gene is MAAYLQWRRFVFFDKELVKEPLSNDGAAPGATPASGSAASKFLCLPPGITVCDSGRGSLVFGDMEGQIWFLPRSLQLTGFQAYKLRVTHLYQLKQHNILASVGEDEEGINPLVKIWNLEKRDGGNPLCTRIFPAIPGTEPTVVSCLTVHENLNFMAIGFTDGSVTLNKGDITRDRHSKTQILHKGNYPVTGLAFRQAGKTTHLFVVTTENVQSYIVSGKDYPRVELDTHGCGLRCSALSDPSQDLQFIVAGDECVYLYQPDERGPCFAFEGHKLIAHWFRGYLIIVSRDRKVSPKSEFTS.... Result: 0 (no interaction). (4) The miRNA is mmu-miR-466d-3p with sequence UAUACAUACACGCACACAUAG. The protein sequence of the target gene is MRSQGTCDNAAAMSGILKRKFEDVDASSPCSSARESDDEVSSSESADSGDSVNPSTSNHFTPSSILKREKRLRTKNVHFSCVTVYYFTRRQGFTSVPSQGGSTLGMSSRHNSVRQYTLGEFAREQERLHREMLREHLREEKLNSLKLKMTKNGTVESEEASTLTVDDISDDDIDLDNTEVDEYFFLQPLPTKKRRALLRASGVKKIDVDEKHELRAIRLSREDCGCDCRVFCDPETCTCSLAGIKCQVDRMSFPCGCTKEGCSNTAGRIEFNPIRVRTHFLHTIMKLELEKNREQQTPTL.... Result: 1 (interaction).